This data is from Forward reaction prediction with 1.9M reactions from USPTO patents (1976-2016). The task is: Predict the product of the given reaction. (1) The product is: [CH2:11]([O:13][C:14](=[O:18])[CH2:15][CH2:16][NH:17][S:7]([C:1]1[CH:6]=[CH:5][CH:4]=[CH:3][CH:2]=1)(=[O:9])=[O:8])[CH3:12]. Given the reactants [C:1]1([S:7](Cl)(=[O:9])=[O:8])[CH:6]=[CH:5][CH:4]=[CH:3][CH:2]=1.[CH2:11]([O:13][C:14](=[O:18])[CH2:15][CH2:16][NH2:17])[CH3:12].C(OCC)(=O)C, predict the reaction product. (2) Given the reactants C([O:4][CH2:5][C@@H:6]([N:23]([CH2:31][C@H:32]([O:41]C(=O)C)[CH2:33][O:34][C:35]1[CH:40]=[CH:39][CH:38]=[CH:37][CH:36]=1)[CH2:24][C:25]1[CH:30]=[CH:29][CH:28]=[CH:27][CH:26]=1)[CH2:7][C:8]1[CH:13]=[CH:12][C:11]([NH:14][C:15](=[O:22])[C:16]2[CH:21]=[CH:20][CH:19]=[CH:18][CH:17]=2)=[CH:10][CH:9]=1)(=O)C.[H-].[Na+].I[CH3:48], predict the reaction product. The product is: [CH2:24]([N:23]([C@H:6]([CH2:5][OH:4])[CH2:7][C:8]1[CH:9]=[CH:10][C:11]([N:14]([CH3:48])[C:15](=[O:22])[C:16]2[CH:21]=[CH:20][CH:19]=[CH:18][CH:17]=2)=[CH:12][CH:13]=1)[CH2:31][C@H:32]([OH:41])[CH2:33][O:34][C:35]1[CH:40]=[CH:39][CH:38]=[CH:37][CH:36]=1)[C:25]1[CH:30]=[CH:29][CH:28]=[CH:27][CH:26]=1. (3) Given the reactants [CH3:1][O:2][C:3]([C@H:5]1[CH2:10][CH2:9][C@H:8]([C:11]([NH:13][NH:14]C(OC(C)(C)C)=O)=[O:12])[CH2:7][CH2:6]1)=[O:4].C(O)(C(F)(F)F)=O.[ClH:29], predict the reaction product. The product is: [ClH:29].[NH:13]([C:11]([C@H:8]1[CH2:7][CH2:6][C@H:5]([C:3]([O:2][CH3:1])=[O:4])[CH2:10][CH2:9]1)=[O:12])[NH2:14]. (4) Given the reactants [CH3:1][C:2]1[N:3]=[C:4]([C:9]2[CH:14]=[CH:13][C:12]([C:15]([F:18])([F:17])[F:16])=[CH:11][CH:10]=2)[S:5][C:6]=1[CH:7]=O.[NH2:19][C:20]1[CH:25]=[CH:24][C:23]([C@@H:26]2[CH2:28][C@H:27]2[C:29]([OH:31])=[O:30])=[CH:22][CH:21]=1, predict the reaction product. The product is: [CH3:1][C:2]1[N:3]=[C:4]([C:9]2[CH:14]=[CH:13][C:12]([C:15]([F:18])([F:17])[F:16])=[CH:11][CH:10]=2)[S:5][C:6]=1[CH2:7][NH:19][C:20]1[CH:21]=[CH:22][C:23]([C@@H:26]2[CH2:28][C@H:27]2[C:29]([OH:31])=[O:30])=[CH:24][CH:25]=1. (5) Given the reactants [F:1][C:2]([F:15])([F:14])[C:3]1[O:4][C:5]2[CH:11]=[CH:10][C:9]([CH2:12][OH:13])=[CH:8][C:6]=2[CH:7]=1, predict the reaction product. The product is: [F:15][C:2]([F:1])([F:14])[CH:3]1[CH2:7][C:6]2[CH:8]=[C:9]([CH2:12][OH:13])[CH:10]=[CH:11][C:5]=2[O:4]1.